This data is from Forward reaction prediction with 1.9M reactions from USPTO patents (1976-2016). The task is: Predict the product of the given reaction. Given the reactants [CH3:1][O:2][C:3](=[O:13])[C:4]1[CH:9]=[CH:8][N:7]=[C:6]([C:10](=[O:12])[CH3:11])[CH:5]=1.[CH3:14][Mg]Br.C(OCC)C, predict the reaction product. The product is: [OH:12][C:10]([C:6]1[CH:5]=[C:4]([CH:9]=[CH:8][N:7]=1)[C:3]([O:2][CH3:1])=[O:13])([CH3:14])[CH3:11].